From a dataset of Full USPTO retrosynthesis dataset with 1.9M reactions from patents (1976-2016). Predict the reactants needed to synthesize the given product. Given the product [C:3]([O:7][C:8]([N:10]1[CH2:14][CH2:13][C@H:12]([CH:15]([OH:19])[CH2:16][CH2:17][CH3:18])[CH2:11]1)=[O:9])([CH3:6])([CH3:5])[CH3:4], predict the reactants needed to synthesize it. The reactants are: [BH4-].[Na+].[C:3]([O:7][C:8]([N:10]1[CH2:14][CH2:13][C@H:12]([C:15](=[O:19])[CH2:16][CH2:17][CH3:18])[CH2:11]1)=[O:9])([CH3:6])([CH3:5])[CH3:4].